From a dataset of Peptide-MHC class I binding affinity with 185,985 pairs from IEDB/IMGT. Regression. Given a peptide amino acid sequence and an MHC pseudo amino acid sequence, predict their binding affinity value. This is MHC class I binding data. (1) The peptide sequence is QIIHDFVDK. The MHC is HLA-A03:01 with pseudo-sequence HLA-A03:01. The binding affinity (normalized) is 0. (2) The peptide sequence is GASITPNNL. The MHC is HLA-A68:02 with pseudo-sequence HLA-A68:02. The binding affinity (normalized) is 0. (3) The peptide sequence is RQADILRQF. The MHC is HLA-B08:01 with pseudo-sequence HLA-B08:01. The binding affinity (normalized) is 0.0847. (4) The peptide sequence is LSILLRDWL. The MHC is H-2-Kb with pseudo-sequence H-2-Kb. The binding affinity (normalized) is 0.220. (5) The peptide sequence is IGAHPIMYY. The binding affinity (normalized) is 0. The MHC is HLA-A23:01 with pseudo-sequence HLA-A23:01. (6) The peptide sequence is KLKSLYNTV. The MHC is HLA-A26:03 with pseudo-sequence HLA-A26:03. The binding affinity (normalized) is 0.0847. (7) The peptide sequence is SQLVSTAWA. The MHC is HLA-A26:01 with pseudo-sequence HLA-A26:01. The binding affinity (normalized) is 0.0847. (8) The peptide sequence is LLKWKKTDY. The MHC is HLA-B08:03 with pseudo-sequence HLA-B08:03. The binding affinity (normalized) is 0.0847.